From a dataset of Forward reaction prediction with 1.9M reactions from USPTO patents (1976-2016). Predict the product of the given reaction. (1) Given the reactants [F:1][C:2]1[CH:23]=[CH:22][CH:21]=[C:20]([F:24])[C:3]=1[CH2:4][O:5][C:6]1[C:7]2[N:8]([C:13]([C:17](O)=[O:18])=[C:14]([CH3:16])[N:15]=2)[CH:9]=[C:10]([CH3:12])[CH:11]=1.CN(C(ON1N=NC2C=CC=NC1=2)=[N+](C)C)C.F[P-](F)(F)(F)(F)F.C(N(CC)C(C)C)(C)C.[NH2:58][C:59]12[CH2:65][CH2:64][CH:63]1[CH2:62][N:61]([C:66]([O:68][C:69]([CH3:72])([CH3:71])[CH3:70])=[O:67])[CH2:60]2, predict the reaction product. The product is: [F:1][C:2]1[CH:23]=[CH:22][CH:21]=[C:20]([F:24])[C:3]=1[CH2:4][O:5][C:6]1[C:7]2[N:8]([C:13]([C:17]([NH:58][C:59]34[CH2:65][CH2:64][CH:63]3[CH2:62][N:61]([C:66]([O:68][C:69]([CH3:72])([CH3:71])[CH3:70])=[O:67])[CH2:60]4)=[O:18])=[C:14]([CH3:16])[N:15]=2)[CH:9]=[C:10]([CH3:12])[CH:11]=1. (2) The product is: [CH:3]1([CH:1]([OH:17])[CH2:2][S:26][C:20]2[CH:25]=[CH:24][CH:23]=[CH:22][CH:21]=2)[CH2:8][CH2:7][CH2:6][CH2:5][CH2:4]1. Given the reactants [CH:1]([CH:3]1[CH2:8][CH2:7][CH2:6][CH2:5][CH2:4]1)=[CH2:2].C1C=C(Cl)C=C(C(OO)=[O:17])C=1.[C:20]1([SH:26])[CH:25]=[CH:24][CH:23]=[CH:22][CH:21]=1, predict the reaction product. (3) Given the reactants [O:1]1[CH:5]=[CH:4][CH:3]=[C:2]1[C:6](=O)[CH2:7][C:8]1[CH:9]=[CH:10][C:11](=[O:15])[N:12]([CH3:14])[CH:13]=1.[CH3:17]OC(OC)N(C)C.Cl.[NH2:26][C:27]([NH2:29])=[NH:28].N12CCCN=C1CCCCC2, predict the reaction product. The product is: [NH2:28][C:27]1[N:29]=[C:6]([C:2]2[O:1][CH:5]=[CH:4][CH:3]=2)[C:7]([C:8]2[CH:9]=[CH:10][C:11](=[O:15])[N:12]([CH3:14])[CH:13]=2)=[CH:17][N:26]=1. (4) Given the reactants Cl[C:2]1[N:7]=[C:6]([NH:8][CH2:9][C:10]2[CH:15]=[CH:14][C:13]([O:16][CH3:17])=[C:12]([O:18][CH:19]3[CH2:23][CH2:22][CH2:21][CH2:20]3)[CH:11]=2)[CH:5]=[N:4][CH:3]=1.B([C:27]1[CH:38]=[CH:37][C:30]([CH2:31][C@@H:32]([C:34]([OH:36])=[O:35])[NH2:33])=[CH:29][CH:28]=1)(O)O.C(=O)([O-])[O-].[Na+].[Na+], predict the reaction product. The product is: [NH2:33][CH:32]([CH2:31][C:30]1[CH:37]=[CH:38][C:27]([C:2]2[CH:3]=[N:4][CH:5]=[C:6]([NH:8][CH2:9][C:10]3[CH:15]=[CH:14][C:13]([O:16][CH3:17])=[C:12]([O:18][CH:19]4[CH2:23][CH2:22][CH2:21][CH2:20]4)[CH:11]=3)[N:7]=2)=[CH:28][CH:29]=1)[C:34]([OH:36])=[O:35]. (5) Given the reactants [N+:1]([C:4]1[CH:5]=[C:6]([CH:10]=[CH:11][CH:12]=1)[CH:7]=[N:8][OH:9])([O-:3])=[O:2].ClN1C(=O)CCC1=O.[Cl:21][C:22]1[CH:27]=[C:26]([C:28]([C:30]([F:33])([F:32])[F:31])=[CH2:29])[CH:25]=[C:24]([Cl:34])[CH:23]=1.C(N(CC)CC)C, predict the reaction product. The product is: [Cl:21][C:22]1[CH:27]=[C:26]([C:28]2([C:30]([F:33])([F:31])[F:32])[O:9][N:8]=[C:7]([C:6]3[CH:10]=[CH:11][CH:12]=[C:4]([N+:1]([O-:3])=[O:2])[CH:5]=3)[CH2:29]2)[CH:25]=[C:24]([Cl:34])[CH:23]=1. (6) Given the reactants [CH3:1][C:2]1[O:6][N:5]=[C:4]([C:7]2[CH:12]=[CH:11][CH:10]=[CH:9][CH:8]=2)[C:3]=1[CH2:13][O:14][C:15]1[CH:23]=[CH:22][C:18]([C:19]([OH:21])=O)=[CH:17][N:16]=1.F[B-](F)(F)F.N1(OC(N(C)C)=[N+](C)C)C2C=CC=CC=2N=N1.C(N(CC)C(C)C)(C)C.Cl.[N:56]1[N:57]=[CH:58][N:59]2[CH2:64][CH2:63][NH:62][CH2:61][C:60]=12, predict the reaction product. The product is: [N:56]1[N:57]=[CH:58][N:59]2[CH2:64][CH2:63][N:62]([C:19]([C:18]3[CH:17]=[N:16][C:15]([O:14][CH2:13][C:3]4[C:4]([C:7]5[CH:8]=[CH:9][CH:10]=[CH:11][CH:12]=5)=[N:5][O:6][C:2]=4[CH3:1])=[CH:23][CH:22]=3)=[O:21])[CH2:61][C:60]=12. (7) Given the reactants [Cl:1][C:2]1[CH:3]=[C:4]([CH:15]=[CH:16][C:17]=1[Cl:18])[CH2:5][C:6]1[NH:10][C:9]2[CH:11]=[CH:12][CH:13]=[CH:14][C:8]=2[N:7]=1.[H-].[Na+].Br[CH2:22][C:23]([O:25][CH3:26])=[O:24], predict the reaction product. The product is: [Cl:1][C:2]1[CH:3]=[C:4]([CH:15]=[CH:16][C:17]=1[Cl:18])[CH2:5][C:6]1[N:7]([CH2:22][C:23]([O:25][CH3:26])=[O:24])[C:8]2[CH:14]=[CH:13][CH:12]=[CH:11][C:9]=2[N:10]=1. (8) The product is: [CH3:1][N:2]1[CH:6]=[CH:5][N:4]=[C:3]1[CH:7]=[CH:8][C:9]([OH:11])=[O:10]. Given the reactants [CH3:1][N:2]1[CH:6]=[CH:5][N:4]=[C:3]1[CH2:7][CH2:8][C:9]([OH:11])=[O:10].[OH-].[K+].Cl, predict the reaction product. (9) Given the reactants [NH2:1][C:2]1[CH:7]=[C:6]([C:8]([F:11])([F:10])[F:9])[C:5]([NH:12][C:13](=[O:22])[CH2:14][CH2:15][CH:16]2[CH2:21][CH2:20][CH2:19][CH2:18][CH2:17]2)=[C:4]([Br:23])[CH:3]=1.[Cl:24][C:25]1[S:29][C:28]([CH:30]=O)=[CH:27][CH:26]=1.C([BH3-])#N.[Na+].C(=O)(O)[O-].[Na+], predict the reaction product. The product is: [Br:23][C:4]1[CH:3]=[C:2]([NH:1][CH2:30][C:28]2[S:29][C:25]([Cl:24])=[CH:26][CH:27]=2)[CH:7]=[C:6]([C:8]([F:10])([F:11])[F:9])[C:5]=1[NH:12][C:13](=[O:22])[CH2:14][CH2:15][CH:16]1[CH2:21][CH2:20][CH2:19][CH2:18][CH2:17]1.